From a dataset of Full USPTO retrosynthesis dataset with 1.9M reactions from patents (1976-2016). Predict the reactants needed to synthesize the given product. (1) Given the product [OH:21][CH2:20][CH:15]1[CH2:16][O:17][CH2:18][CH2:19][N:14]1[C:12]([O:11][C:7]([CH3:10])([CH3:9])[CH3:8])=[O:13], predict the reactants needed to synthesize it. The reactants are: C(Cl)(=O)OCC.[C:7]([O:11][C:12]([N:14]1[CH2:19][CH2:18][O:17][CH2:16][CH:15]1[C:20](O)=[O:21])=[O:13])([CH3:10])([CH3:9])[CH3:8].C(N(C(C)C)CC)(C)C.[BH4-].[Na+]. (2) Given the product [CH2:1]([N:8]1[CH2:13][C:12]2([CH2:18][CH2:17][N:16]([C:30]([O:29][C:26]([CH3:28])([CH3:27])[CH3:25])=[O:31])[CH2:15][CH2:14]2)[O:11][CH:10]([C:19]2[CH:24]=[CH:23][CH:22]=[CH:21][CH:20]=2)[CH2:9]1)[C:2]1[CH:3]=[CH:4][CH:5]=[CH:6][CH:7]=1, predict the reactants needed to synthesize it. The reactants are: [CH2:1]([N:8]1[CH2:13][C:12]2([CH2:18][CH2:17][NH:16][CH2:15][CH2:14]2)[O:11][CH:10]([C:19]2[CH:24]=[CH:23][CH:22]=[CH:21][CH:20]=2)[CH2:9]1)[C:2]1[CH:7]=[CH:6][CH:5]=[CH:4][CH:3]=1.[CH3:25][C:26]([O:29][C:30](O[C:30]([O:29][C:26]([CH3:28])([CH3:27])[CH3:25])=[O:31])=[O:31])([CH3:28])[CH3:27]. (3) Given the product [CH:1]1([CH:9]([C:8]2[CH:11]=[CH:12][C:13]([Cl:15])=[CH:14][C:7]=2[Cl:6])[OH:10])[CH2:3][CH2:2]1, predict the reactants needed to synthesize it. The reactants are: [CH:1]1([Mg]Br)[CH2:3][CH2:2]1.[Cl:6][C:7]1[CH:14]=[C:13]([Cl:15])[CH:12]=[CH:11][C:8]=1[CH:9]=[O:10].O.C(OCC)(=O)C. (4) Given the product [C:33]([N:30]1[CH2:29][CH2:28][CH:27]([O:26][C:9]2[CH:8]=[C:7]([O:6][CH2:5][CH2:4][O:3][CH3:2])[CH:12]=[CH:11][C:10]=2/[CH:13]=[CH:14]/[C:15]([NH:17][S:18]([CH2:21][CH2:22][CH2:23][CH2:24][CH3:25])(=[O:19])=[O:20])=[O:16])[CH2:32][CH2:31]1)(=[O:35])[CH3:34], predict the reactants needed to synthesize it. The reactants are: Cl.[CH3:2][O:3][CH2:4][CH2:5][O:6][C:7]1[CH:12]=[CH:11][C:10](/[CH:13]=[CH:14]/[C:15]([NH:17][S:18]([CH2:21][CH2:22][CH2:23][CH2:24][CH3:25])(=[O:20])=[O:19])=[O:16])=[C:9]([O:26][CH:27]2[CH2:32][CH2:31][NH:30][CH2:29][CH2:28]2)[CH:8]=1.[C:33](OC(=O)C)(=[O:35])[CH3:34]. (5) Given the product [CH2:1]([N:8]1[CH2:13][CH:12]2[CH:14]([N:20]3[C:16](=[O:26])[C:17]4[C:18](=[CH:22][CH:23]=[CH:24][CH:25]=4)[C:19]3=[O:21])[CH:9]1[CH2:10][CH2:11]2)[C:2]1[CH:7]=[CH:6][CH:5]=[CH:4][CH:3]=1, predict the reactants needed to synthesize it. The reactants are: [CH2:1]([N:8]1[CH2:13][CH:12]2[CH:14](Br)[CH:9]1[CH2:10][CH2:11]2)[C:2]1[CH:7]=[CH:6][CH:5]=[CH:4][CH:3]=1.[C:16]1(=[O:26])[NH:20][C:19](=[O:21])[C:18]2=[CH:22][CH:23]=[CH:24][CH:25]=[C:17]12.[K].O. (6) The reactants are: N1C(Cl)=NC(Cl)=NC=1[Cl:3].CN(C)C=O.[Cl:15][C:16]1[C:17]([CH3:38])=[C:18]([C:27]2[CH:28]=[CH:29][C:30]([C:33]([N:35]([CH3:37])[CH3:36])=[O:34])=[N:31][CH:32]=2)[C:19]([O:25][CH3:26])=[C:20]([CH:22](O)[CH3:23])[CH:21]=1.O. Given the product [Cl:15][C:16]1[C:17]([CH3:38])=[C:18]([C:27]2[CH:28]=[CH:29][C:30]([C:33]([N:35]([CH3:37])[CH3:36])=[O:34])=[N:31][CH:32]=2)[C:19]([O:25][CH3:26])=[C:20]([CH:22]([Cl:3])[CH3:23])[CH:21]=1, predict the reactants needed to synthesize it. (7) Given the product [C:1]([C:5]1[NH:6][C:7]2[C:12]([C:13]=1[CH2:14][CH:15]=[O:16])=[CH:11][CH:10]=[C:9]([N+:20]([O-:22])=[O:21])[CH:8]=2)([CH3:4])([CH3:2])[CH3:3], predict the reactants needed to synthesize it. The reactants are: [C:1]([C:5]1[NH:6][C:7]2[C:12]([C:13]=1[CH2:14][CH:15](OC)[O:16]C)=[CH:11][CH:10]=[C:9]([N+:20]([O-:22])=[O:21])[CH:8]=2)([CH3:4])([CH3:3])[CH3:2].FC(F)(F)C(O)=O.C(=O)(O)[O-].[Na+]. (8) Given the product [CH:27]1([C:2]2[CH:3]=[C:4]([C:14](=[CH:20][CH:21]3[CH2:26][CH2:25][O:24][CH2:23][CH2:22]3)[C:15]([O:17][CH2:18][CH3:19])=[O:16])[CH:5]=[CH:6][C:7]=2[S:8]([CH:11]2[CH2:13][CH2:12]2)(=[O:10])=[O:9])[CH2:29][CH2:28]1, predict the reactants needed to synthesize it. The reactants are: Br[C:2]1[CH:3]=[C:4]([C:14](=[CH:20][CH:21]2[CH2:26][CH2:25][O:24][CH2:23][CH2:22]2)[C:15]([O:17][CH2:18][CH3:19])=[O:16])[CH:5]=[CH:6][C:7]=1[S:8]([CH:11]1[CH2:13][CH2:12]1)(=[O:10])=[O:9].[CH:27]1(B(O)O)[CH2:29][CH2:28]1.P([O-])([O-])([O-])=O.[K+].[K+].[K+].O. (9) Given the product [F:1][C:2]1[CH:8]=[C:7]([S:9][C:18]([F:21])([F:20])[F:19])[CH:6]=[CH:5][C:3]=1[NH2:4], predict the reactants needed to synthesize it. The reactants are: [F:1][C:2]1[CH:8]=[C:7]([SH:9])[CH:6]=[CH:5][C:3]=1[NH2:4].C(N(CC)CC)C.I[C:18]([F:21])([F:20])[F:19].O.